This data is from NCI-60 drug combinations with 297,098 pairs across 59 cell lines. The task is: Regression. Given two drug SMILES strings and cell line genomic features, predict the synergy score measuring deviation from expected non-interaction effect. (1) Drug 1: CS(=O)(=O)CCNCC1=CC=C(O1)C2=CC3=C(C=C2)N=CN=C3NC4=CC(=C(C=C4)OCC5=CC(=CC=C5)F)Cl. Drug 2: CNC(=O)C1=NC=CC(=C1)OC2=CC=C(C=C2)NC(=O)NC3=CC(=C(C=C3)Cl)C(F)(F)F. Cell line: MDA-MB-435. Synergy scores: CSS=3.30, Synergy_ZIP=-2.01, Synergy_Bliss=-2.01, Synergy_Loewe=-1.37, Synergy_HSA=-0.639. (2) Drug 1: CC1OCC2C(O1)C(C(C(O2)OC3C4COC(=O)C4C(C5=CC6=C(C=C35)OCO6)C7=CC(=C(C(=C7)OC)O)OC)O)O. Drug 2: C1=CC=C(C(=C1)C(C2=CC=C(C=C2)Cl)C(Cl)Cl)Cl. Cell line: HCT-15. Synergy scores: CSS=47.7, Synergy_ZIP=-0.523, Synergy_Bliss=2.22, Synergy_Loewe=-30.2, Synergy_HSA=3.60. (3) Drug 1: C1=NC2=C(N=C(N=C2N1C3C(C(C(O3)CO)O)O)F)N. Drug 2: N.N.Cl[Pt+2]Cl. Cell line: OVCAR-8. Synergy scores: CSS=55.4, Synergy_ZIP=-8.49, Synergy_Bliss=-5.37, Synergy_Loewe=-20.3, Synergy_HSA=-0.978. (4) Drug 1: COC1=C(C=C2C(=C1)N=CN=C2NC3=CC(=C(C=C3)F)Cl)OCCCN4CCOCC4. Drug 2: CC1=C(C(=CC=C1)Cl)NC(=O)C2=CN=C(S2)NC3=CC(=NC(=N3)C)N4CCN(CC4)CCO. Cell line: RXF 393. Synergy scores: CSS=28.3, Synergy_ZIP=-3.09, Synergy_Bliss=5.85, Synergy_Loewe=3.54, Synergy_HSA=8.61. (5) Drug 1: CCC1(C2=C(COC1=O)C(=O)N3CC4=CC5=C(C=CC(=C5CN(C)C)O)N=C4C3=C2)O.Cl. Drug 2: C1CCC(C(C1)N)N.C(=O)(C(=O)[O-])[O-].[Pt+4]. Cell line: HCT116. Synergy scores: CSS=60.5, Synergy_ZIP=1.75, Synergy_Bliss=2.02, Synergy_Loewe=-8.11, Synergy_HSA=5.53. (6) Drug 1: C1=CC(=CC=C1CCCC(=O)O)N(CCCl)CCCl. Drug 2: CCCS(=O)(=O)NC1=C(C(=C(C=C1)F)C(=O)C2=CNC3=C2C=C(C=N3)C4=CC=C(C=C4)Cl)F. Cell line: A549. Synergy scores: CSS=27.8, Synergy_ZIP=0.863, Synergy_Bliss=1.59, Synergy_Loewe=-2.43, Synergy_HSA=0.498. (7) Drug 1: CCN(CC)CCNC(=O)C1=C(NC(=C1C)C=C2C3=C(C=CC(=C3)F)NC2=O)C. Drug 2: COC1=C2C(=CC3=C1OC=C3)C=CC(=O)O2. Cell line: NCI-H226. Synergy scores: CSS=-2.67, Synergy_ZIP=1.67, Synergy_Bliss=0.880, Synergy_Loewe=-1.30, Synergy_HSA=-2.27. (8) Drug 1: C1CN1P(=S)(N2CC2)N3CC3. Drug 2: C1C(C(OC1N2C=C(C(=O)NC2=O)F)CO)O. Cell line: SK-MEL-5. Synergy scores: CSS=13.9, Synergy_ZIP=-4.12, Synergy_Bliss=4.45, Synergy_Loewe=-0.00942, Synergy_HSA=3.71. (9) Drug 1: CC1=C2C(C(=O)C3(C(CC4C(C3C(C(C2(C)C)(CC1OC(=O)C(C(C5=CC=CC=C5)NC(=O)C6=CC=CC=C6)O)O)OC(=O)C7=CC=CC=C7)(CO4)OC(=O)C)O)C)OC(=O)C. Drug 2: CN(CC1=CN=C2C(=N1)C(=NC(=N2)N)N)C3=CC=C(C=C3)C(=O)NC(CCC(=O)O)C(=O)O. Cell line: IGROV1. Synergy scores: CSS=18.1, Synergy_ZIP=0.574, Synergy_Bliss=0.242, Synergy_Loewe=-22.7, Synergy_HSA=-0.589.